From a dataset of Full USPTO retrosynthesis dataset with 1.9M reactions from patents (1976-2016). Predict the reactants needed to synthesize the given product. (1) Given the product [Br:25][CH2:48][C:46]1[C:45]([O:50][CH3:51])=[CH:44][C:35]2[C@H:36]([C:38]3[CH:43]=[CH:42][CH:41]=[CH:40][CH:39]=3)[NH:37][C@@:31]([CH2:27][CH2:28][CH2:29][CH3:30])([CH2:54][CH3:55])[CH2:32][S:33](=[O:52])(=[O:53])[C:34]=2[CH:47]=1, predict the reactants needed to synthesize it. The reactants are: N1C=CN=C1.C1(P(C2C=CC=CC=2)C2C=CC=CC=2)C=CC=CC=1.[Br:25]Br.[CH2:27]([C@@:31]1([CH2:54][CH3:55])[NH:37][C@@H:36]([C:38]2[CH:43]=[CH:42][CH:41]=[CH:40][CH:39]=2)[C:35]2[CH:44]=[C:45]([O:50][CH3:51])[C:46]([CH2:48]O)=[CH:47][C:34]=2[S:33](=[O:53])(=[O:52])[CH2:32]1)[CH2:28][CH2:29][CH3:30].S([O-])([O-])=O.[Na+].[Na+]. (2) The reactants are: N1C=CC=N1.[Cl:6][C:7]1[CH:23]=[CH:22][CH:21]=[CH:20][C:8]=1[C:9]([NH:11][C:12]1[NH:16][N:15]=[C:14]([C:17]([OH:19])=O)[CH:13]=1)=[O:10].[B-](F)(F)(F)F.[B-](F)(F)(F)[F:30].[CH2:34]1[N+]2(CCl)CC[N+:36](F)([CH2:37][CH2:38]2)[CH2:35]1.N1C=CC=N[C:46]=1[N:51]1[CH2:56][CH2:55][CH:54]([CH2:57][CH2:58][NH2:59])[CH2:53][CH2:52]1. Given the product [N:51]1([C:46]2[CH:38]=[CH:37][N:36]=[CH:35][CH:34]=2)[CH2:52][CH2:53][CH:54]([CH2:57][CH2:58][NH:59][C:17]([C:14]2[C:13]([F:30])=[C:12]([NH:11][C:9](=[O:10])[C:8]3[CH:20]=[CH:21][CH:22]=[CH:23][C:7]=3[Cl:6])[NH:16][N:15]=2)=[O:19])[CH2:55][CH2:56]1, predict the reactants needed to synthesize it. (3) Given the product [C:1]([OH:7])([C:3]([F:6])([F:5])[F:4])=[O:2].[CH2:8]([Cl:10])[Cl:9], predict the reactants needed to synthesize it. The reactants are: [C:1]([OH:7])([C:3]([F:6])([F:5])[F:4])=[O:2].[CH2:8]([Cl:10])[Cl:9]. (4) Given the product [F:25][C:20]1[CH:21]=[CH:22][CH:23]=[CH:24][C:19]=1[CH2:18][O:17][C:14]1[CH:15]=[CH:16][N:11]([CH2:10][CH2:9][C:6]2[CH:7]=[CH:8][C:3]([CH2:2][OH:36])=[CH:4][CH:5]=2)[C:12](=[O:26])[CH:13]=1, predict the reactants needed to synthesize it. The reactants are: Br[CH2:2][C:3]1[CH:8]=[CH:7][C:6]([CH2:9][CH2:10][N:11]2[CH:16]=[CH:15][C:14]([O:17][CH2:18][C:19]3[CH:24]=[CH:23][CH:22]=[CH:21][C:20]=3[F:25])=[CH:13][C:12]2=[O:26])=[CH:5][CH:4]=1.N1CCCC1.CN(C=[O:36])C. (5) Given the product [C:3]([N:6]1[CH2:7][CH2:8][N:9]([CH:12]2[CH2:17][CH2:16][N:15]([C:18]3[CH:23]=[CH:22][C:21]([NH2:24])=[C:20]([O:27][CH3:28])[CH:19]=3)[CH2:14][CH2:13]2)[CH2:10][CH2:11]1)(=[O:5])[CH3:4], predict the reactants needed to synthesize it. The reactants are: [BH4-].[Na+].[C:3]([N:6]1[CH2:11][CH2:10][N:9]([CH:12]2[CH2:17][CH2:16][N:15]([C:18]3[CH:23]=[CH:22][C:21]([N+:24]([O-])=O)=[C:20]([O:27][CH3:28])[CH:19]=3)[CH2:14][CH2:13]2)[CH2:8][CH2:7]1)(=[O:5])[CH3:4].CO. (6) Given the product [CH3:20][C:15]1[CH:14]=[CH:13][C:12]2[C:17](=[CH:18][CH:19]=[C:10]([NH:9][C:7]3[C:6]([N+:21]([O-:23])=[O:22])=[CH:5][N:4]=[C:3]([NH:25][C@@H:26]4[CH2:30][CH2:29][C@@H:28]([C:31]([OH:33])=[O:32])[CH2:27]4)[N:8]=3)[CH:11]=2)[N:16]=1, predict the reactants needed to synthesize it. The reactants are: Cl.Cl[C:3]1[N:8]=[C:7]([NH:9][C:10]2[CH:11]=[C:12]3[C:17](=[CH:18][CH:19]=2)[N:16]=[C:15]([CH3:20])[CH:14]=[CH:13]3)[C:6]([N+:21]([O-:23])=[O:22])=[CH:5][N:4]=1.Cl.[NH2:25][C@@H:26]1[CH2:30][CH2:29][C@@H:28]([C:31]([OH:33])=[O:32])[CH2:27]1.C(N(C(C)C)C(C)C)C. (7) Given the product [N:38]1[CH:39]=[CH:40][N:41]=[CH:42][C:37]=1[C@@H:35]1[C@H:6]([C:2]2[S:1][CH:5]=[CH:4][N:3]=2)[NH:7][C@:8]([CH2:16][C:17]2[N:18]=[CH:19][S:20][CH:21]=2)([C:9]([O:11][C:12]([CH3:14])([CH3:15])[CH3:13])=[O:10])[CH2:36]1, predict the reactants needed to synthesize it. The reactants are: [S:1]1[CH:5]=[CH:4][N:3]=[C:2]1[CH:6]=[N:7][CH:8]([CH2:16][C:17]1[N:18]=[CH:19][S:20][CH:21]=1)[C:9]([O:11][C:12]([CH3:15])([CH3:14])[CH3:13])=[O:10].C[C@H](N(C)C)[C@H](O)C1C=CC=CC=1.[CH:35]([C:37]1[CH:42]=[N:41][CH:40]=[CH:39][N:38]=1)=[CH2:36].[Cl-].[NH4+]. (8) Given the product [Cl:1][C:2]1[C:7](=[O:8])[N:6]([CH2:9][C:10]([NH:12][CH:13]([C:15]2[CH:19]=[N:18][NH:17][CH:16]=2)[CH3:14])=[O:11])[N:5]=[CH:4][C:3]=1[NH:28][C@@H:29]1[CH2:34][C@@H:33]2[CH2:35][C@@H:31]([C:32]2([CH3:36])[CH3:37])[C@H:30]1[CH3:38], predict the reactants needed to synthesize it. The reactants are: [Cl:1][C:2]1[C:7](=[O:8])[N:6]([CH2:9][C:10]([NH:12][CH:13]([C:15]2[CH:16]=[N:17][N:18](COCC[Si](C)(C)C)[CH:19]=2)[CH3:14])=[O:11])[N:5]=[CH:4][C:3]=1[NH:28][C@@H:29]1[CH2:34][C@@H:33]2[CH2:35][C@@H:31]([C:32]2([CH3:37])[CH3:36])[C@H:30]1[CH3:38].Cl.O1CCOCC1.